This data is from Reaction yield outcomes from USPTO patents with 853,638 reactions. The task is: Predict the reaction yield, written as a fraction of the theoretical maximum amount of product (1.0 means a 100% yield; for example, 0.34 means a 34% yield). The reactants are Cl[C:2]1[CH:3]=[C:4]([NH:10][C:11]2[CH:23]=[C:14]3[CH2:15][N:16]([CH:19]4[CH2:22][O:21][CH2:20]4)[CH2:17][CH2:18][N:13]3[N:12]=2)[C:5](=[O:9])[N:6]([CH3:8])[N:7]=1.[C:24]([O:27][CH2:28][C:29]1[C:30]([N:44]2[N:53]=[CH:52][C:51]3[C:46](=[C:47]([F:58])[CH:48]=[C:49]([C:54]([CH3:57])([CH3:56])[CH3:55])[CH:50]=3)[C:45]2=[O:59])=[N:31][CH:32]=[CH:33][C:34]=1B1OC(C)(C)C(C)(C)O1)(=[O:26])[CH3:25].C1CCC(P(C2CCCCC2)C2CCCCC2)CC1.C([O-])([O-])=O.[Cs+].[Cs+]. The catalyst is C1C=CC(/C=C/C(/C=C/C2C=CC=CC=2)=O)=CC=1.C1C=CC(/C=C/C(/C=C/C2C=CC=CC=2)=O)=CC=1.C1C=CC(/C=C/C(/C=C/C2C=CC=CC=2)=O)=CC=1.[Pd].[Pd].O.O1CCOCC1. The product is [C:24]([O:27][CH2:28][C:29]1[C:30]([N:44]2[N:53]=[CH:52][C:51]3[C:46](=[C:47]([F:58])[CH:48]=[C:49]([C:54]([CH3:56])([CH3:55])[CH3:57])[CH:50]=3)[C:45]2=[O:59])=[N:31][CH:32]=[CH:33][C:34]=1[C:2]1[CH:3]=[C:4]([NH:10][C:11]2[CH:23]=[C:14]3[CH2:15][N:16]([CH:19]4[CH2:22][O:21][CH2:20]4)[CH2:17][CH2:18][N:13]3[N:12]=2)[C:5](=[O:9])[N:6]([CH3:8])[N:7]=1)(=[O:26])[CH3:25]. The yield is 0.160.